Task: Predict the reaction yield, written as a fraction of the theoretical maximum amount of product (1.0 means a 100% yield; for example, 0.34 means a 34% yield).. Dataset: Reaction yield outcomes from USPTO patents with 853,638 reactions (1) The reactants are [CH3:1][C:2]1[CH:3]=[N:4][CH:5]=[CH:6][C:7]=1[CH3:8].C1C=C(Cl)C=C(C(OO)=[O:17])C=1. The catalyst is ClCCl. The product is [CH3:1][C:2]1[CH:3]=[N+:4]([O-:17])[CH:5]=[CH:6][C:7]=1[CH3:8]. The yield is 0.610. (2) The reactants are C(OC(C(F)(F)F)=O)(C(F)(F)F)=O.[NH2:14][C:15](=O)[CH2:16][C@H:17]([C:47](=[O:65])[NH:48][C@H:49]1[CH2:55][CH2:54][S:53][C@H:52]2[CH2:56][CH2:57][CH2:58][C@@H:59]([C:60]([O:62][CH3:63])=[O:61])[N:51]2[C:50]1=[O:64])[CH2:18][CH2:19][C@H:20]([CH2:40][C:41]1[CH:46]=[CH:45][CH:44]=[CH:43][CH:42]=1)[C:21]([NH:23][C@H:24]1[CH2:30][CH2:29][S:28][C@H:27]2[CH2:31][CH2:32][CH2:33][C@@H:34]([C:35]([O:37][CH3:38])=[O:36])[N:26]2[C:25]1=[O:39])=[O:22]. The catalyst is C(Cl)Cl. The product is [CH2:40]([C@@H:20]([CH2:19][CH2:18][C@H:17]([CH2:16][C:15]#[N:14])[C:47]([NH:48][C@H:49]1[CH2:55][CH2:54][S:53][C@H:52]2[CH2:56][CH2:57][CH2:58][C@@H:59]([C:60]([O:62][CH3:63])=[O:61])[N:51]2[C:50]1=[O:64])=[O:65])[C:21]([NH:23][C@H:24]1[CH2:30][CH2:29][S:28][C@H:27]2[CH2:31][CH2:32][CH2:33][C@@H:34]([C:35]([O:37][CH3:38])=[O:36])[N:26]2[C:25]1=[O:39])=[O:22])[C:41]1[CH:42]=[CH:43][CH:44]=[CH:45][CH:46]=1. The yield is 0.510. (3) The reactants are [C:1]([O:5][C:6]([N:8]1[CH2:13][CH2:12][CH:11]([CH2:14][O:15]S(C2C=CC(C)=CC=2)(=O)=O)[CH2:10][CH2:9]1)=[O:7])([CH3:4])([CH3:3])[CH3:2].O[C:27]1[CH:37]=[CH:36][C:30]([C:31]([O:33][CH2:34][CH3:35])=[O:32])=[CH:29][C:28]=1[O:38][CH3:39].C(=O)([O-])[O-].[K+].[K+]. The catalyst is CN(C=O)C. The product is [C:1]([O:5][C:6]([N:8]1[CH2:9][CH2:10][CH:11]([CH2:14][O:15][C:27]2[CH:37]=[CH:36][C:30]([C:31]([O:33][CH2:34][CH3:35])=[O:32])=[CH:29][C:28]=2[O:38][CH3:39])[CH2:12][CH2:13]1)=[O:7])([CH3:2])([CH3:3])[CH3:4]. The yield is 0.890. (4) The reactants are Br[C:2]1[CH:3]=[C:4]([NH:9][C:10]2[N:15]=[C:14]([C:16]([F:19])([F:18])[F:17])[CH:13]=[CH:12][N:11]=2)[CH:5]=[C:6]([Br:8])[CH:7]=1.[CH3:20][C:21]1([CH3:37])[C:25]([CH3:27])([CH3:26])[O:24][B:23]([B:23]2[O:24][C:25]([CH3:27])([CH3:26])[C:21]([CH3:37])([CH3:20])[O:22]2)[O:22]1.CC([O-])=O.[K+]. The catalyst is CS(C)=O.CCOC(C)=O.C1C=CC(P(C2C=CC=CC=2)[C-]2C=CC=C2)=CC=1.C1C=CC(P(C2C=CC=CC=2)[C-]2C=CC=C2)=CC=1.Cl[Pd]Cl.[Fe+2]. The product is [Br:8][C:6]1[CH:5]=[C:4]([NH:9][C:10]2[N:15]=[C:14]([C:16]([F:19])([F:18])[F:17])[CH:13]=[CH:12][N:11]=2)[CH:3]=[C:2]([B:23]2[O:24][C:25]([CH3:27])([CH3:26])[C:21]([CH3:37])([CH3:20])[O:22]2)[CH:7]=1. The yield is 0.340. (5) The reactants are [N+:1]([C:4]1[CH:9]=[CH:8][CH:7]=[CH:6][C:5]=1[C:10]1[S:11][C:12]2[C:17]([N:18]=1)=[CH:16][C:15]([CH2:19][N:20]1[CH2:24][CH2:23][CH2:22][CH2:21]1)=[CH:14][N:13]=2)([O-])=O.C(O)(=O)C.C([O-])([O-])=O.[Na+].[Na+]. The catalyst is C(Cl)Cl.[Fe]. The product is [N:20]1([CH2:19][C:15]2[CH:16]=[C:17]3[N:18]=[C:10]([C:5]4[CH:6]=[CH:7][CH:8]=[CH:9][C:4]=4[NH2:1])[S:11][C:12]3=[N:13][CH:14]=2)[CH2:21][CH2:22][CH2:23][CH2:24]1. The yield is 0.980. (6) The reactants are [CH3:1][C:2]([O:5][C:6]([N:8]1[CH2:12][CH2:11][CH2:10][C@H:9]1[CH2:13][O:14][CH2:15][C:16]1[C:17]([C:30]2[CH:35]=[CH:34][CH:33]=[CH:32][CH:31]=2)=[N:18][C:19]2[C:24]([C:25]=1[C:26]([O:28]C)=[O:27])=[CH:23][CH:22]=[CH:21][CH:20]=2)=[O:7])([CH3:4])[CH3:3].[Li+].[OH-]. The catalyst is CO.C1COCC1.O. The product is [CH3:4][C:2]([O:5][C:6]([N:8]1[CH2:12][CH2:11][CH2:10][C@H:9]1[CH2:13][O:14][CH2:15][C:16]1[C:17]([C:30]2[CH:31]=[CH:32][CH:33]=[CH:34][CH:35]=2)=[N:18][C:19]2[C:24]([C:25]=1[C:26]([OH:28])=[O:27])=[CH:23][CH:22]=[CH:21][CH:20]=2)=[O:7])([CH3:1])[CH3:3]. The yield is 0.940. (7) The product is [NH2:1][C:4]1[C:5]([CH:10]=[O:11])=[N:6][CH:7]=[CH:8][CH:9]=1. The catalyst is CCO.[Pd]. The yield is 0.500. The reactants are [N+:1]([C:4]1[C:5]([CH:10]=[O:11])=[N:6][CH:7]=[CH:8][CH:9]=1)([O-])=O. (8) The reactants are [CH:1]1([NH:7][C:8]2([CH2:13]O)[CH2:12][CH2:11][CH2:10][CH2:9]2)[CH2:6][CH2:5][CH2:4][CH2:3][CH2:2]1.O=S(Cl)Cl.[CH3:19][C:20]1[CH:25]=[C:24]([N+:26]([O-:28])=[O:27])[CH:23]=[CH:22][C:21]=1[N:29]=[C:30]=[S:31]. No catalyst specified. The product is [CH:1]1([N:7]2[C:8]3([CH2:12][CH2:11][CH2:10][CH2:9]3)[CH2:13][S:31][C:30]2=[N:29][C:21]2[CH:22]=[CH:23][C:24]([N+:26]([O-:28])=[O:27])=[CH:25][C:20]=2[CH3:19])[CH2:6][CH2:5][CH2:4][CH2:3][CH2:2]1. The yield is 0.170. (9) The reactants are [CH3:1][C:2]1([CH3:21])[C:6](=[O:7])[N:5]([C:8]2[CH:15]=[CH:14][C:11]([C:12]#[N:13])=[C:10]([C:16]([F:19])([F:18])[F:17])[CH:9]=2)[C:4](=[O:20])[NH:3]1.[H-].[Na+].ClC[CH2:26][CH2:27][O:28][CH:29]1[CH2:34][CH2:33][CH2:32][CH2:31][O:30]1.[I-].[Na+]. The catalyst is CN(C=O)C.C(OCC)C. The product is [CH3:1][C:2]1([CH3:21])[C:6](=[O:7])[N:5]([C:8]2[CH:15]=[CH:14][C:11]([C:12]#[N:13])=[C:10]([C:16]([F:19])([F:17])[F:18])[CH:9]=2)[C:4](=[O:20])[N:3]1[CH2:33][CH2:32][CH2:31][O:30][CH:29]1[CH2:34][CH2:26][CH2:27][O:28]1. The yield is 0.730.